This data is from Catalyst prediction with 721,799 reactions and 888 catalyst types from USPTO. The task is: Predict which catalyst facilitates the given reaction. (1) Reactant: [Cl:1][C:2]1[C:3]([C:11]([F:14])([F:13])[F:12])=[C:4]([CH2:8][C:9]#[N:10])[CH:5]=[CH:6][CH:7]=1. Product: [Cl:1][C:2]1[C:3]([C:11]([F:12])([F:13])[F:14])=[C:4]([CH2:8][CH2:9][NH2:10])[CH:5]=[CH:6][CH:7]=1. The catalyst class is: 94. (2) Reactant: [CH:1]1([CH:4]([O:24][C:25]2[CH:30]=[CH:29][C:28]([F:31])=[CH:27][C:26]=2[N+:32]([O-])=O)[CH:5]([N:9]([CH2:17][C:18]2[CH:23]=[CH:22][CH:21]=[CH:20][CH:19]=2)[CH2:10][C:11]2[CH:16]=[CH:15][CH:14]=[CH:13][CH:12]=2)[C:6]([OH:8])=[O:7])[CH2:3][CH2:2]1. Product: [NH2:32][C:26]1[CH:27]=[C:28]([F:31])[CH:29]=[CH:30][C:25]=1[O:24][CH:4]([CH:1]1[CH2:3][CH2:2]1)[CH:5]([N:9]([CH2:10][C:11]1[CH:12]=[CH:13][CH:14]=[CH:15][CH:16]=1)[CH2:17][C:18]1[CH:23]=[CH:22][CH:21]=[CH:20][CH:19]=1)[C:6]([OH:8])=[O:7]. The catalyst class is: 94. (3) Reactant: [CH3:1][C:2]1[CH:7]=[CH:6][CH:5]=[C:4]([N+:8]([O-:10])=[O:9])[C:3]=1[S:11](Cl)(=[O:13])=[O:12].[N:15]1[CH:20]=[CH:19][CH:18]=[CH:17][CH:16]=1. Product: [CH3:1][C:2]1[CH:7]=[CH:6][CH:5]=[C:4]([N+:8]([O-:10])=[O:9])[C:3]=1[S:11]([NH:8][C:4]1[CH:3]=[CH:2][CH:1]=[C:19]2[C:20]=1[N:15]=[CH:16][CH:17]=[CH:18]2)(=[O:13])=[O:12]. The catalyst class is: 79.